This data is from NCI-60 drug combinations with 297,098 pairs across 59 cell lines. The task is: Regression. Given two drug SMILES strings and cell line genomic features, predict the synergy score measuring deviation from expected non-interaction effect. (1) Drug 1: CCC(=C(C1=CC=CC=C1)C2=CC=C(C=C2)OCCN(C)C)C3=CC=CC=C3.C(C(=O)O)C(CC(=O)O)(C(=O)O)O. Drug 2: COC1=NC(=NC2=C1N=CN2C3C(C(C(O3)CO)O)O)N. Cell line: TK-10. Synergy scores: CSS=-0.131, Synergy_ZIP=-3.32, Synergy_Bliss=-6.61, Synergy_Loewe=-1.80, Synergy_HSA=-3.13. (2) Drug 1: C1CN(P(=O)(OC1)NCCCl)CCCl. Drug 2: C(CCl)NC(=O)N(CCCl)N=O. Cell line: MDA-MB-231. Synergy scores: CSS=9.60, Synergy_ZIP=-6.24, Synergy_Bliss=-5.47, Synergy_Loewe=-5.77, Synergy_HSA=-2.29. (3) Drug 1: CC(C1=C(C=CC(=C1Cl)F)Cl)OC2=C(N=CC(=C2)C3=CN(N=C3)C4CCNCC4)N. Drug 2: CC1C(C(CC(O1)OC2CC(OC(C2O)C)OC3=CC4=CC5=C(C(=O)C(C(C5)C(C(=O)C(C(C)O)O)OC)OC6CC(C(C(O6)C)O)OC7CC(C(C(O7)C)O)OC8CC(C(C(O8)C)O)(C)O)C(=C4C(=C3C)O)O)O)O. Cell line: SNB-19. Synergy scores: CSS=46.2, Synergy_ZIP=20.9, Synergy_Bliss=20.9, Synergy_Loewe=22.2, Synergy_HSA=21.5. (4) Drug 1: C(CC(=O)O)C(=O)CN.Cl. Drug 2: CCC1(C2=C(COC1=O)C(=O)N3CC4=CC5=C(C=CC(=C5CN(C)C)O)N=C4C3=C2)O.Cl. Cell line: NCIH23. Synergy scores: CSS=32.3, Synergy_ZIP=-7.86, Synergy_Bliss=0.0539, Synergy_Loewe=-0.559, Synergy_HSA=-0.228. (5) Drug 1: CC(C1=C(C=CC(=C1Cl)F)Cl)OC2=C(N=CC(=C2)C3=CN(N=C3)C4CCNCC4)N. Drug 2: CN(CC1=CN=C2C(=N1)C(=NC(=N2)N)N)C3=CC=C(C=C3)C(=O)NC(CCC(=O)O)C(=O)O. Cell line: OVCAR-5. Synergy scores: CSS=17.8, Synergy_ZIP=-1.88, Synergy_Bliss=1.78, Synergy_Loewe=0.260, Synergy_HSA=2.26. (6) Drug 1: CS(=O)(=O)C1=CC(=C(C=C1)C(=O)NC2=CC(=C(C=C2)Cl)C3=CC=CC=N3)Cl. Drug 2: CCC1(CC2CC(C3=C(CCN(C2)C1)C4=CC=CC=C4N3)(C5=C(C=C6C(=C5)C78CCN9C7C(C=CC9)(C(C(C8N6C)(C(=O)OC)O)OC(=O)C)CC)OC)C(=O)OC)O.OS(=O)(=O)O. Cell line: MCF7. Synergy scores: CSS=40.6, Synergy_ZIP=10.4, Synergy_Bliss=12.0, Synergy_Loewe=-6.69, Synergy_HSA=12.2. (7) Cell line: SK-OV-3. Drug 1: CC1(CCCN1)C2=NC3=C(C=CC=C3N2)C(=O)N. Drug 2: CC1CCC2CC(C(=CC=CC=CC(CC(C(=O)C(C(C(=CC(C(=O)CC(OC(=O)C3CCCCN3C(=O)C(=O)C1(O2)O)C(C)CC4CCC(C(C4)OC)OP(=O)(C)C)C)C)O)OC)C)C)C)OC. Synergy scores: CSS=15.1, Synergy_ZIP=5.52, Synergy_Bliss=5.07, Synergy_Loewe=-8.17, Synergy_HSA=3.08. (8) Drug 1: C1=CC=C(C=C1)NC(=O)CCCCCCC(=O)NO. Drug 2: CS(=O)(=O)CCNCC1=CC=C(O1)C2=CC3=C(C=C2)N=CN=C3NC4=CC(=C(C=C4)OCC5=CC(=CC=C5)F)Cl. Cell line: MALME-3M. Synergy scores: CSS=15.6, Synergy_ZIP=-2.18, Synergy_Bliss=3.74, Synergy_Loewe=-7.06, Synergy_HSA=-0.292.